This data is from Reaction yield outcomes from USPTO patents with 853,638 reactions. The task is: Predict the reaction yield, written as a fraction of the theoretical maximum amount of product (1.0 means a 100% yield; for example, 0.34 means a 34% yield). (1) The reactants are [C:1]([O:5][C:6]([N:8]1[CH2:14][CH2:13][CH2:12][N:11]([C:15]2[N:20]=[C:19]([O:21][CH3:22])[C:18]([N+:23]([O-])=O)=[C:17]([O:26][CH3:27])[N:16]=2)[CH2:10][CH2:9]1)=[O:7])([CH3:4])([CH3:3])[CH3:2]. The catalyst is C(O)C. The product is [C:1]([O:5][C:6]([N:8]1[CH2:14][CH2:13][CH2:12][N:11]([C:15]2[N:20]=[C:19]([O:21][CH3:22])[C:18]([NH2:23])=[C:17]([O:26][CH3:27])[N:16]=2)[CH2:10][CH2:9]1)=[O:7])([CH3:4])([CH3:3])[CH3:2]. The yield is 1.00. (2) The reactants are [F:1][C:2]([F:24])([F:23])[C:3]1[CH:4]=[C:5]([C:13]2[N:17]=[CH:16][N:15](/[CH:18]=[CH:19]\[C:20](O)=[O:21])[N:14]=2)[CH:6]=[C:7]([C:9]([F:12])([F:11])[F:10])[CH:8]=1.[CH2:25]([N:32]1[CH2:37][CH2:36][N:35]([NH2:38])[CH2:34][CH2:33]1)[C:26]1[CH:31]=[CH:30][CH:29]=[CH:28][CH:27]=1.CCOC(C)=O.C(P1(=O)OP(CCC)(=O)OP(CCC)(=O)O1)CC. The catalyst is CCN(C(C)C)C(C)C.C(Cl)Cl.CO. The product is [CH2:25]([N:32]1[CH2:33][CH2:34][N:35]([NH:38][C:20](=[O:21])/[CH:19]=[CH:18]\[N:15]2[CH:16]=[N:17][C:13]([C:5]3[CH:4]=[C:3]([C:2]([F:24])([F:1])[F:23])[CH:8]=[C:7]([C:9]([F:11])([F:10])[F:12])[CH:6]=3)=[N:14]2)[CH2:36][CH2:37]1)[C:26]1[CH:27]=[CH:28][CH:29]=[CH:30][CH:31]=1. The yield is 0.0600. (3) The reactants are [OH:1][CH:2]([C:19]1[CH:24]=[CH:23][CH:22]=[CH:21][C:20]=1[O:25][CH3:26])[CH2:3][O:4][C:5]1[CH:18]=[CH:17][C:8](/[CH:9]=[C:10]2/[C:11](=[O:16])[NH:12][C:13](=[O:15])[S:14]/2)=[CH:7][CH:6]=1.N1C=CC=CC=1C1C=CC=CN=1.[BH4-].[Na+].[BH4-]. The catalyst is C1COCC1.[Co](Cl)Cl.CC(O)=O.O. The product is [OH:1][CH:2]([C:19]1[CH:24]=[CH:23][CH:22]=[CH:21][C:20]=1[O:25][CH3:26])[CH2:3][O:4][C:5]1[CH:18]=[CH:17][C:8]([CH2:9][CH:10]2[S:14][C:13](=[O:15])[NH:12][C:11]2=[O:16])=[CH:7][CH:6]=1. The yield is 0.630. (4) The reactants are C(N(CC)CC)C.[C:8](Cl)(=[O:13])[CH2:9][CH2:10][CH2:11][CH3:12].[OH:15][C:16]12[C:27]3[C:22](=[CH:23][CH:24]=[CH:25][CH:26]=3)[C:21](=[O:28])[C:20]1([NH:29][C:30](=[O:32])[CH3:31])[C:19]1[CH:33]=[CH:34][C:35]([CH:37]([CH3:39])[CH3:38])=[CH:36][C:18]=1[O:17]2. The catalyst is C1COCC1. The product is [C:8]([O:17][C:18]1[CH:36]=[C:35]([CH:37]([CH3:38])[CH3:39])[CH:34]=[CH:33][C:19]=1[C:20]1([NH:29][C:30](=[O:32])[CH3:31])[C:21](=[O:28])[C:22]2[C:27](=[CH:26][CH:25]=[CH:24][CH:23]=2)[C:16]1=[O:15])(=[O:13])[CH2:9][CH2:10][CH2:11][CH3:12]. The yield is 0.320. (5) The reactants are [I:1][C:2]1[CH:12]=[N:11][C:5]2[NH:6][CH2:7][C:8](=[O:10])[NH:9][C:4]=2[CH:3]=1.[Cl:13][C:14]1[CH:21]=[CH:20][C:19]([C:22]([F:25])([F:24])[F:23])=[CH:18][C:15]=1[CH2:16]Br. No catalyst specified. The product is [Cl:13][C:14]1[CH:21]=[CH:20][C:19]([C:22]([F:23])([F:24])[F:25])=[CH:18][C:15]=1[CH2:16][N:9]1[C:8](=[O:10])[CH2:7][NH:6][C:5]2[N:11]=[CH:12][C:2]([I:1])=[CH:3][C:4]1=2. The yield is 0.390.